This data is from Peptide-MHC class I binding affinity with 185,985 pairs from IEDB/IMGT. The task is: Regression. Given a peptide amino acid sequence and an MHC pseudo amino acid sequence, predict their binding affinity value. This is MHC class I binding data. (1) The peptide sequence is TPQDLNTML. The MHC is HLA-B15:03 with pseudo-sequence HLA-B15:03. The binding affinity (normalized) is 0. (2) The MHC is HLA-B27:03 with pseudo-sequence HLA-B27:03. The binding affinity (normalized) is 0.0847. The peptide sequence is ISKANWMTY. (3) The peptide sequence is YNFSLGAAV. The MHC is H-2-Db with pseudo-sequence H-2-Db. The binding affinity (normalized) is 0.324. (4) The MHC is HLA-A29:02 with pseudo-sequence HLA-A29:02. The binding affinity (normalized) is 0.0847. The peptide sequence is HQAIISDVL. (5) The peptide sequence is ISYPPLHER. The MHC is HLA-A03:01 with pseudo-sequence HLA-A03:01. The binding affinity (normalized) is 0.466. (6) The peptide sequence is ARWMISSAL. The MHC is HLA-A02:06 with pseudo-sequence HLA-A02:06. The binding affinity (normalized) is 0.335. (7) The peptide sequence is MTMLTRWKI. The binding affinity (normalized) is 0.0847. The MHC is HLA-B51:01 with pseudo-sequence HLA-B51:01. (8) The peptide sequence is VPYLGKREDQ. The MHC is HLA-B07:02 with pseudo-sequence HLA-B07:02. The binding affinity (normalized) is 0.341. (9) The peptide sequence is ALFDRPAFK. The binding affinity (normalized) is 0.0847. The MHC is HLA-A01:01 with pseudo-sequence HLA-A01:01.